This data is from Catalyst prediction with 721,799 reactions and 888 catalyst types from USPTO. The task is: Predict which catalyst facilitates the given reaction. Reactant: OC(C(F)(F)F)=O.[Cl:8][C:9]1[C:14]([Cl:15])=[CH:13][CH:12]=[CH:11][C:10]=1[CH2:16][C:17]1[C:18]([NH2:26])=[N:19][NH:20][C:21]=1[C:22]([F:25])([F:24])[F:23].O=[C:28]([CH:35]1[CH2:40][CH2:39][O:38][CH2:37][CH2:36]1)[CH2:29][C:30](OCC)=[O:31]. Product: [Cl:8][C:9]1[C:14]([Cl:15])=[CH:13][CH:12]=[CH:11][C:10]=1[CH2:16][C:17]1[C:21]([C:22]([F:25])([F:23])[F:24])=[N:20][N:19]2[C:30]([OH:31])=[CH:29][C:28]([CH:35]3[CH2:40][CH2:39][O:38][CH2:37][CH2:36]3)=[N:26][C:18]=12. The catalyst class is: 15.